Task: Predict the reaction yield, written as a fraction of the theoretical maximum amount of product (1.0 means a 100% yield; for example, 0.34 means a 34% yield).. Dataset: Reaction yield outcomes from USPTO patents with 853,638 reactions (1) The reactants are [F:1][C:2]1[C:10]([O:11][C:12]2[C:21]3[C:16](=[CH:17][C:18]([O:24][CH2:25][C@@H:26]4[CH2:30][CH2:29][CH2:28][NH:27]4)=[C:19]([O:22][CH3:23])[CH:20]=3)[N:15]=[CH:14][N:13]=2)=[CH:9][CH:8]=[C:7]2[C:3]=1[CH:4]=[C:5]([CH3:31])[NH:6]2.[C:32](Cl)(=[O:36])[CH:33]([CH3:35])[CH3:34]. No catalyst specified. The product is [F:1][C:2]1[C:10]([O:11][C:12]2[C:21]3[C:16](=[CH:17][C:18]([O:24][CH2:25][C@@H:26]4[CH2:30][CH2:29][CH2:28][N:27]4[C:32](=[O:36])[CH:33]([CH3:35])[CH3:34])=[C:19]([O:22][CH3:23])[CH:20]=3)[N:15]=[CH:14][N:13]=2)=[CH:9][CH:8]=[C:7]2[C:3]=1[CH:4]=[C:5]([CH3:31])[NH:6]2. The yield is 0.540. (2) The reactants are [CH3:1][C:2]1[C:3]2[CH:11]=[CH:10][CH:9]=[CH:8][C:4]=2[S:5][C:6]=1[SH:7].S1C(S)=CC2C=CC=CC1=2.[S].Cl[CH2:24][C:25]([N:27]1[C:36]2[C:31](=[CH:32][CH:33]=[CH:34][CH:35]=2)[CH2:30][CH2:29][CH2:28]1)=[O:26].S1C(SCC(N2C3C(=CC=CC=3)CCC2)=O)=CC2C=CC=CC1=2. No catalyst specified. The product is [N:27]1([C:25](=[O:26])[CH2:24][S:7][C:6]2[S:5][C:4]3[CH:8]=[CH:9][CH:10]=[CH:11][C:3]=3[C:2]=2[CH3:1])[C:36]2[C:31](=[CH:32][CH:33]=[CH:34][CH:35]=2)[CH2:30][CH2:29][CH2:28]1. The yield is 0.0500. (3) The reactants are [NH2:1][C:2]1[C:3]([Cl:9])=[N:4][CH:5]=[C:6]([Br:8])[CH:7]=1.N1C=CC=CC=1.[F:16][C:17]1[CH:22]=[CH:21][C:20]([S:23](Cl)(=[O:25])=[O:24])=[CH:19][CH:18]=1.C(=O)([O-])[O-].[K+].[K+].Cl. The catalyst is O.O1CCOCC1.CO. The product is [Br:8][C:6]1[CH:7]=[C:2]([NH:1][S:23]([C:20]2[CH:21]=[CH:22][C:17]([F:16])=[CH:18][CH:19]=2)(=[O:25])=[O:24])[C:3]([Cl:9])=[N:4][CH:5]=1. The yield is 0.580. (4) The reactants are [C:1]([C:4]1[C:9]([C:10]2[CH:15]=[CH:14][CH:13]=[CH:12][CH:11]=2)=[N:8][N:7]([CH2:16][CH3:17])[C:6](=[O:18])[C:5]=1[N+:19]([O-])=O)(=[O:3])[CH3:2].N[C:23]1[CH:28]=[CH:27][CH:26]=[C:25]([CH3:29])[CH:24]=1. The catalyst is C(O)C. The product is [C:1]([C:4]1[C:9]([C:10]2[CH:15]=[CH:14][CH:13]=[CH:12][CH:11]=2)=[N:8][N:7]([CH2:16][CH3:17])[C:6](=[O:18])[C:5]=1[NH:19][C:23]1[CH:28]=[CH:27][CH:26]=[C:25]([CH3:29])[CH:24]=1)(=[O:3])[CH3:2]. The yield is 0.350. (5) The reactants are [CH:1]([C:4]1[CH:9]=[CH:8][C:7]([CH:10]2[C:14]3[C:15]([CH3:32])=[C:16]([NH:21][C:22](=O)[C:23]4[CH:28]=[CH:27][C:26]([O:29][CH3:30])=[CH:25][CH:24]=4)[C:17]([CH3:20])=[C:18]([CH3:19])[C:13]=3[O:12][C:11]2([CH3:34])[CH3:33])=[CH:6][CH:5]=1)([CH3:3])[CH3:2]. The catalyst is CCCCCC. The product is [CH:1]([C:4]1[CH:5]=[CH:6][C:7]([CH:10]2[C:14]3[C:15]([CH3:32])=[C:16]([NH:21][CH2:22][C:23]4[CH:24]=[CH:25][C:26]([O:29][CH3:30])=[CH:27][CH:28]=4)[C:17]([CH3:20])=[C:18]([CH3:19])[C:13]=3[O:12][C:11]2([CH3:34])[CH3:33])=[CH:8][CH:9]=1)([CH3:3])[CH3:2]. The yield is 0.800. (6) The yield is 0.830. The product is [CH3:17][C:16]1[O:15][N:14]=[C:13]([C:18]2[CH:23]=[CH:22][N:21]=[CH:20][N:19]=2)[C:12]=1[CH2:11][O:10][C:7]1[CH:8]=[CH:9][C:4]([C:3]([OH:24])=[O:2])=[CH:5][N:6]=1. No catalyst specified. The reactants are C[O:2][C:3](=[O:24])[C:4]1[CH:9]=[CH:8][C:7]([O:10][CH2:11][C:12]2[C:13]([C:18]3[CH:23]=[CH:22][N:21]=[CH:20][N:19]=3)=[N:14][O:15][C:16]=2[CH3:17])=[N:6][CH:5]=1.COC(=O)C1C=CC(OCC2C(C3C=CC=CN=3)=NOC=2C)=NC=1.